Dataset: Catalyst prediction with 721,799 reactions and 888 catalyst types from USPTO. Task: Predict which catalyst facilitates the given reaction. (1) Reactant: Br.[NH2:2][C:3]1[S:4][C:5]([C:11]([O:13]C)=O)=[C:6]([CH:8]2[CH2:10][CH2:9]2)[N:7]=1.O.[NH2:16][NH2:17]. Product: [NH2:2][C:3]1[S:4][C:5]([C:11]([NH:16][NH2:17])=[O:13])=[C:6]([CH:8]2[CH2:10][CH2:9]2)[N:7]=1. The catalyst class is: 5. (2) Reactant: Cl.[O:2]([C:9]1[N:13]=[C:12]([C@H:14]2[CH2:19][CH2:18][CH2:17][NH:16][CH2:15]2)[O:11][N:10]=1)[C:3]1[CH:8]=[CH:7][CH:6]=[CH:5][CH:4]=1.[F:20][C:21]1[CH:22]=[N:23][CH:24]=[CH:25][C:26]=1[C:27](O)=[O:28].C1C=NC2N(O)N=NC=2C=1.CCN=C=NCCCN(C)C.Cl.C(N(CC)CC)C. Product: [F:20][C:21]1[CH:22]=[N:23][CH:24]=[CH:25][C:26]=1[C:27]([N:16]1[CH2:17][CH2:18][CH2:19][C@H:14]([C:12]2[O:11][N:10]=[C:9]([O:2][C:3]3[CH:4]=[CH:5][CH:6]=[CH:7][CH:8]=3)[N:13]=2)[CH2:15]1)=[O:28]. The catalyst class is: 2. (3) Reactant: Br[C:2]1[CH:10]=[C:9]2[C:5]([CH2:6][CH2:7][C:8]2([CH3:12])[CH3:11])=[CH:4][C:3]=1[O:13][CH3:14].C([Li])CCC.C1C=CC(S(N(S(C2C=CC=CC=2)(=O)=O)[F:30])(=O)=O)=CC=1.O. Product: [F:30][C:2]1[CH:10]=[C:9]2[C:5]([CH2:6][CH2:7][C:8]2([CH3:12])[CH3:11])=[CH:4][C:3]=1[O:13][CH3:14]. The catalyst class is: 1. (4) The catalyst class is: 12. Reactant: FC(F)(F)C(O)=O.C([O:12][CH2:13][CH2:14][NH:15][C:16]([C:18]1[CH:23]=[CH:22][C:21]([C:24]2[CH:29]=[CH:28][C:27]([CH2:30][C@H:31]([NH:44][C:45]([C@H:47]3[CH2:52][CH2:51][C@H:50]([CH2:53][NH:54]C(=O)OC(C)(C)C)[CH2:49][CH2:48]3)=[O:46])[C:32]([NH:34][C:35]3[CH:43]=[C:42]4[C:38]([CH:39]=[N:40][NH:41]4)=[CH:37][CH:36]=3)=[O:33])=[CH:26][CH:25]=2)=[C:20]([CH3:62])[CH:19]=1)=[O:17])(C)(C)C.[ClH:63]. Product: [ClH:63].[NH2:54][CH2:53][C@H:50]1[CH2:51][CH2:52][C@H:47]([C:45]([NH:44][C@H:31]([C:32]([NH:34][C:35]2[CH:43]=[C:42]3[C:38]([CH:39]=[N:40][NH:41]3)=[CH:37][CH:36]=2)=[O:33])[CH2:30][C:27]2[CH:28]=[CH:29][C:24]([C:21]3[CH:22]=[CH:23][C:18]([C:16]([NH:15][CH2:14][CH2:13][OH:12])=[O:17])=[CH:19][C:20]=3[CH3:62])=[CH:25][CH:26]=2)=[O:46])[CH2:48][CH2:49]1. (5) Reactant: C([O-])(=O)C.[NH4+:5].[C-:6]#[N:7].[K+].[CH:9](=O)[C:10]1[O:14][CH:13]=[CH:12][CH:11]=1.Br.BrBr.S(=O)(O)[O-].[Na+]. Product: [OH:14][C:10]1[C:9]([C:6]#[N:7])=[N:5][CH:13]=[CH:12][CH:11]=1. The catalyst class is: 69. (6) Reactant: [N:1]1[CH:2]=[N:3][N:4]2[CH:9]=[CH:8][C:7]([O:10][C:11]3[CH:23]=[CH:22][C:14]([C:15]([O:17]C(C)(C)C)=[O:16])=[C:13]([F:24])[C:12]=3[Cl:25])=[CH:6][C:5]=12.FC(F)(F)C(O)=O. Product: [N:1]1[CH:2]=[N:3][N:4]2[CH:9]=[CH:8][C:7]([O:10][C:11]3[CH:23]=[CH:22][C:14]([C:15]([OH:17])=[O:16])=[C:13]([F:24])[C:12]=3[Cl:25])=[CH:6][C:5]=12. The catalyst class is: 4. (7) Reactant: [Cl:1][C:2]1[CH:7]=[C:6]([Cl:8])[CH:5]=[CH:4][C:3]=1[S:9]([NH:12][CH2:13][CH2:14][CH2:15][CH2:16][N:17]([CH2:35][C@@H:36]([NH:41]C(OC(C)(C)C)=O)[CH2:37][CH:38]([CH3:40])[CH3:39])[C:18](=[O:34])[O:19][CH2:20][CH:21]1[C:33]2[CH:32]=[CH:31][CH:30]=[CH:29][C:28]=2[C:27]2[C:22]1=[CH:23][CH:24]=[CH:25][CH:26]=2)(=[O:11])=[O:10].C(O)(C(F)(F)F)=O.C(N(CC)CC)C.[C:63]1([N:69]=[C:70]=[O:71])[CH:68]=[CH:67][CH:66]=[CH:65][CH:64]=1. Product: [Cl:1][C:2]1[CH:7]=[C:6]([Cl:8])[CH:5]=[CH:4][C:3]=1[S:9]([NH:12][CH2:13][CH2:14][CH2:15][CH2:16][N:17]([CH2:35][C@@H:36]([NH:41][C:70]([NH:69][C:63]1[CH:68]=[CH:67][CH:66]=[CH:65][CH:64]=1)=[O:71])[CH2:37][CH:38]([CH3:39])[CH3:40])[C:18](=[O:34])[O:19][CH2:20][CH:21]1[C:33]2[CH:32]=[CH:31][CH:30]=[CH:29][C:28]=2[C:27]2[C:22]1=[CH:23][CH:24]=[CH:25][CH:26]=2)(=[O:11])=[O:10]. The catalyst class is: 4.